From a dataset of Forward reaction prediction with 1.9M reactions from USPTO patents (1976-2016). Predict the product of the given reaction. (1) Given the reactants C(O[C:6]1[CH:14]=[CH:13][C:9]([C:10]([OH:12])=[O:11])=[C:8]([CH3:15])[CH:7]=1)CCC.[Li+].CC([N-]C(C)C)C.C(NC(C)C)(C)C.[CH2:31]([Li])[CH2:32][CH2:33][CH3:34].C=[O:37].C1[CH2:42][O:41]CC1, predict the reaction product. The product is: [CH2:31]([O:37][C:7]1[C:8]([CH2:15][CH2:42][OH:41])=[C:9]([CH:13]=[CH:14][CH:6]=1)[C:10]([OH:12])=[O:11])[CH2:32][CH2:33][CH3:34]. (2) Given the reactants [C:1]([O:14][CH2:15][C:16]1[CH:21]=[CH:20][CH:19]=[CH:18][CH:17]=1)(=[O:13])[CH2:2][C:3]([O:5][CH2:6][C:7]1[CH:12]=[CH:11][CH:10]=[CH:9][CH:8]=1)=[O:4].[H-].[Na+].Br[CH2:25][CH2:26][CH2:27][CH2:28][CH2:29][CH2:30][CH2:31][CH2:32][CH2:33][CH2:34][CH3:35], predict the reaction product. The product is: [CH2:35]([CH:2]([C:1]([O:14][CH2:15][C:16]1[CH:17]=[CH:18][CH:19]=[CH:20][CH:21]=1)=[O:13])[C:3]([O:5][CH2:6][C:7]1[CH:12]=[CH:11][CH:10]=[CH:9][CH:8]=1)=[O:4])[CH2:34][CH2:33][CH2:32][CH2:31][CH2:30][CH2:29][CH2:28][CH2:27][CH2:26][CH3:25]. (3) Given the reactants [C:1]([O:5][C:6]([N:8]1[CH2:13][CH2:12][C:11]([NH:24][C:25]([O:27][C:28]([CH3:31])([CH3:30])[CH3:29])=[O:26])([C:14](=[O:23])[NH:15]C2C=CC=CC=2O)[CH2:10][CH2:9]1)=[O:7])([CH3:4])([CH3:3])[CH3:2].[C:45]1(P([C:45]2[CH:50]=[CH:49][CH:48]=[CH:47][CH:46]=2)[C:45]2[CH:50]=[CH:49][CH:48]=[CH:47][CH:46]=2)[CH:50]=[CH:49][CH:48]=[CH:47][CH:46]=1.CCOC(/N=N/C(OCC)=O)=O, predict the reaction product. The product is: [C:1]([O:5][C:6]([N:8]1[CH2:9][CH2:10][C:11]([C:14]2[O:23][C:45]3[CH:46]=[CH:47][CH:48]=[CH:49][C:50]=3[N:15]=2)([NH:24][C:25]([O:27][C:28]([CH3:31])([CH3:30])[CH3:29])=[O:26])[CH2:12][CH2:13]1)=[O:7])([CH3:4])([CH3:2])[CH3:3]. (4) Given the reactants I[C:2]1[CH:12]=[CH:11][C:5]([C:6]([O:8][CH2:9][CH3:10])=[O:7])=[CH:4][CH:3]=1.C([Mg]Cl)(C)C.[Cl-].[Li+].[CH3:20][C:21]1([CH3:28])[CH2:24][CH:23]([C:25](Cl)=[O:26])[CH2:22]1, predict the reaction product. The product is: [CH3:20][C:21]1([CH3:28])[CH2:24][CH:23]([C:25]([C:2]2[CH:12]=[CH:11][C:5]([C:6]([O:8][CH2:9][CH3:10])=[O:7])=[CH:4][CH:3]=2)=[O:26])[CH2:22]1. (5) The product is: [Cl:20][C:21]1[CH:28]=[C:27]([C:29]([F:30])([F:31])[F:32])[CH:26]=[CH:25][C:22]=1[CH2:23][N:3]1[CH2:8][CH2:7][CH:6](/[CH:9]=[C:10]2/[C:11]([NH:16][CH2:17][C:18]#[CH:19])=[N:12][C:13](=[O:15])[S:14]/2)[CH2:5][CH2:4]1. Given the reactants Cl.Cl.[NH:3]1[CH2:8][CH2:7][CH:6](/[CH:9]=[C:10]2/[C:11]([NH:16][CH2:17][C:18]#[CH:19])=[N:12][C:13](=[O:15])[S:14]/2)[CH2:5][CH2:4]1.[Cl:20][C:21]1[CH:28]=[C:27]([C:29]([F:32])([F:31])[F:30])[CH:26]=[CH:25][C:22]=1[CH:23]=O.C(O[BH-](OC(=O)C)OC(=O)C)(=O)C.[Na+].C(=O)([O-])O.[Na+], predict the reaction product. (6) Given the reactants Br[C:2]1[CH:7]=[CH:6][C:5]([F:8])=[CH:4][N:3]=1.Br[C:10]1[CH:15]=[CH:14][C:13]([C:16]2[CH2:20][CH2:19][CH2:18][C:17]=2[CH:21]=[O:22])=[CH:12][CH:11]=1.C[Sn](C)C.C[Sn](C)C, predict the reaction product. The product is: [F:8][C:5]1[CH:6]=[CH:7][C:2]([C:10]2[CH:15]=[CH:14][C:13]([C:16]3[CH2:20][CH2:19][CH2:18][C:17]=3[CH:21]=[O:22])=[CH:12][CH:11]=2)=[N:3][CH:4]=1.